This data is from Forward reaction prediction with 1.9M reactions from USPTO patents (1976-2016). The task is: Predict the product of the given reaction. (1) The product is: [CH3:28][N:29]([CH3:34])[CH2:30][CH2:31][CH2:32][NH:33][C:23]([NH:1][C:2]1[CH:3]=[CH:4][C:5]([N:8]2[C:20](=[O:21])[C:11]3[N:12]=[N:13][C:14]4[CH:15]=[CH:16][CH:17]=[CH:18][C:19]=4[C:10]=3[NH:9]2)=[CH:6][CH:7]=1)=[O:24]. Given the reactants [NH2:1][C:2]1[CH:7]=[CH:6][C:5]([N:8]2[C:20](=[O:21])[C:11]3[N:12]=[N:13][C:14]4[CH:15]=[CH:16][CH:17]=[CH:18][C:19]=4[C:10]=3[NH:9]2)=[CH:4][CH:3]=1.C[C:23](N(C)C)=[O:24].[CH3:28][N:29]([CH3:34])[CH2:30][CH2:31][CH2:32][NH2:33], predict the reaction product. (2) The product is: [C:28]([O:27][C:25]([N:22]1[CH2:23][CH2:24][CH:19]([CH:16]2[CH2:15][CH2:14][N:13]([C:10]3[CH:9]=[CH:8][C:7]([C:5]4[O:1][CH2:2][CH2:3][N:4]=4)=[CH:12][CH:11]=3)[CH2:18][CH2:17]2)[CH2:20][CH2:21]1)=[O:26])([CH3:29])([CH3:31])[CH3:30]. Given the reactants [OH:1][CH2:2][CH2:3][NH:4][C:5]([C:7]1[CH:12]=[CH:11][C:10]([N:13]2[CH2:18][CH2:17][CH:16]([CH:19]3[CH2:24][CH2:23][N:22]([C:25]([O:27][C:28]([CH3:31])([CH3:30])[CH3:29])=[O:26])[CH2:21][CH2:20]3)[CH2:15][CH2:14]2)=[CH:9][CH:8]=1)=O.C(N=C=NC(C)C)(C)C, predict the reaction product. (3) Given the reactants F[C:2](F)(F)[C:3]([O-])=O.[NH2:8][C:9]1[CH:14]=[CH:13][CH:12]=[CH:11][CH:10]=1.[S:15]1[CH:19]=[CH:18][N:17]=[C:16]1[N:20]1[CH:24]=[CH:23][CH:22]=[C:21]1[CH:25]=O, predict the reaction product. The product is: [S:15]1[CH:19]=[CH:18][N:17]=[C:16]1[N:20]1[CH:24]=[CH:23][CH:22]=[C:21]1[CH2:25][N:8]([CH2:25][C:21]1[N:20]([C:16]2[S:15][CH:2]=[CH:3][N:17]=2)[CH:24]=[CH:23][CH:22]=1)[C:9]1[CH:14]=[CH:13][CH:12]=[CH:11][CH:10]=1.